From a dataset of Reaction yield outcomes from USPTO patents with 853,638 reactions. Predict the reaction yield, written as a fraction of the theoretical maximum amount of product (1.0 means a 100% yield; for example, 0.34 means a 34% yield). (1) The reactants are [N+:1]([C:4]1[C:5]([O:18][CH3:19])=[C:6]([C:10]2[CH:11]=[C:12]([C:15]([OH:17])=[O:16])[NH:13][CH:14]=2)[CH:7]=[CH:8][CH:9]=1)([O-])=O.C([O-])=O.[NH4+]. The catalyst is C(OCC)(=O)C.[Pd]. The product is [NH2:1][C:4]1[C:5]([O:18][CH3:19])=[C:6]([C:10]2[CH:11]=[C:12]([C:15]([OH:17])=[O:16])[NH:13][CH:14]=2)[CH:7]=[CH:8][CH:9]=1. The yield is 0.232. (2) The reactants are [H-].[Na+].[C:3]([NH:10][CH2:11][CH2:12][OH:13])([O:5][C:6]([CH3:9])([CH3:8])[CH3:7])=[O:4].Cl[C:15]1[C:28]2[C:19](=[C:20]3[C:25](=[CH:26][CH:27]=2)[CH:24]=[CH:23][CH:22]=[N:21]3)[N:18]=[C:17]([CH3:29])[CH:16]=1. The catalyst is C1COCC1. The product is [C:6]([O:5][C:3](=[O:4])[NH:10][CH2:11][CH2:12][O:13][C:15]1[C:28]2[C:19](=[C:20]3[C:25](=[CH:26][CH:27]=2)[CH:24]=[CH:23][CH:22]=[N:21]3)[N:18]=[C:17]([CH3:29])[CH:16]=1)([CH3:7])([CH3:8])[CH3:9]. The yield is 0.460. (3) The reactants are [Br:1][C:2]1[N:7]=[C:6]([NH2:8])[CH:5]=[CH:4][CH:3]=1.[H-].[Na+].CS(O[CH2:16][CH:17]1[CH2:22][O:21][C:20]([CH3:24])([CH3:23])[CH2:19][O:18]1)(=O)=O.NC1C=CC=CN=1. The catalyst is CN(C=O)C.CCOC(C)=O. The product is [Br:1][C:2]1[N:7]=[C:6]([NH:8][CH2:16][CH:17]2[CH2:22][O:21][C:20]([CH3:24])([CH3:23])[CH2:19][O:18]2)[CH:5]=[CH:4][CH:3]=1. The yield is 0.460. (4) The reactants are [F:1][C:2]1[CH:7]=[C:6]([N+:8]([O-])=O)[C:5]([O:11][CH3:12])=[CH:4][C:3]=1[CH2:13][CH2:14][N:15]1[CH2:20][CH2:19][O:18][CH2:17][CH2:16]1. The catalyst is CCOC(C)=O. The product is [F:1][C:2]1[C:3]([CH2:13][CH2:14][N:15]2[CH2:16][CH2:17][O:18][CH2:19][CH2:20]2)=[CH:4][C:5]([O:11][CH3:12])=[C:6]([CH:7]=1)[NH2:8]. The yield is 0.560. (5) The reactants are [C:1]12([C:9]3[CH:10]=[C:11]([N:19]4[C:23]([NH2:24])=[N:22][C:21]([NH:25][C:26]5[CH:27]=[CH:28][C:29]6[CH2:35][CH2:34][C@H:33]([NH:36]C(OC(C)(C)C)=O)[CH2:32][CH2:31][C:30]=6[CH:44]=5)=[N:20]4)[N:12]=[C:13]4[C:18]=3[NH:17][CH2:16][CH2:15][CH2:14]4)[CH2:8][CH2:7][C:4]([CH:5]=[CH:6]1)=[CH:3][CH2:2]2.Cl.CO.[OH-].[Na+]. The catalyst is O1CCOCC1. The product is [C:1]12([C:9]3[CH:10]=[C:11]([N:19]4[C:23]([NH2:24])=[N:22][C:21]([NH:25][C:26]5[CH:27]=[CH:28][C:29]6[CH2:35][CH2:34][C@H:33]([NH2:36])[CH2:32][CH2:31][C:30]=6[CH:44]=5)=[N:20]4)[N:12]=[C:13]4[C:18]=3[NH:17][CH2:16][CH2:15][CH2:14]4)[CH2:8][CH2:7][C:4]([CH:3]=[CH:2]1)=[CH:5][CH2:6]2. The yield is 0.960.